Dataset: Full USPTO retrosynthesis dataset with 1.9M reactions from patents (1976-2016). Task: Predict the reactants needed to synthesize the given product. (1) Given the product [CH:27]1([CH2:26][O:1][C:2]2[CH:7]=[CH:6][C:5]([CH2:8][CH2:9][C:10]3[CH:11]=[CH:12][C:13]4[O:17][C:16]([CH:18]([NH:20][C:21](=[O:23])[CH3:22])[CH3:19])=[CH:15][C:14]=4[CH:24]=3)=[CH:4][CH:3]=2)[CH2:29][CH2:28]1, predict the reactants needed to synthesize it. The reactants are: [OH:1][C:2]1[CH:7]=[CH:6][C:5]([CH2:8][CH2:9][C:10]2[CH:11]=[CH:12][C:13]3[O:17][C:16]([CH:18]([NH:20][C:21](=[O:23])[CH3:22])[CH3:19])=[CH:15][C:14]=3[CH:24]=2)=[CH:4][CH:3]=1.Br[CH2:26][CH:27]1[CH2:29][CH2:28]1. (2) Given the product [ClH:37].[ClH:37].[CH2:1]([O:8][C:9]1[C:10]([NH:15][C:16]2[S:17][CH:18]=[C:19]([CH2:21][C:22]([N:42]3[CH2:43][CH2:44][N:39]([CH3:38])[CH2:40][CH2:41]3)=[O:24])[N:20]=2)=[N:11][CH:12]=[CH:13][CH:14]=1)[C:2]1[CH:3]=[CH:4][CH:5]=[CH:6][CH:7]=1, predict the reactants needed to synthesize it. The reactants are: [CH2:1]([O:8][C:9]1[C:10]([NH:15][C:16]2[S:17][CH:18]=[C:19]([CH2:21][C:22]([OH:24])=O)[N:20]=2)=[N:11][CH:12]=[CH:13][CH:14]=1)[C:2]1[CH:7]=[CH:6][CH:5]=[CH:4][CH:3]=1.C(N(CC)CC)C.C([Cl:37])(=O)OCC.[CH3:38][N:39]1[CH2:44][CH2:43][NH:42][CH2:41][CH2:40]1. (3) Given the product [CH3:1][O:2][C:3](=[O:18])[CH2:4][C:5]1[CH:14]=[C:13]([O:15][C:20]2[CH:25]=[CH:24][C:23]([S:26]([CH2:29][CH3:30])(=[O:27])=[O:28])=[CH:22][N:21]=2)[C:12]2[C:7](=[CH:8][CH:9]=[C:10]([F:16])[CH:11]=2)[C:6]=1[CH3:17], predict the reactants needed to synthesize it. The reactants are: [CH3:1][O:2][C:3](=[O:18])[CH2:4][C:5]1[CH:14]=[C:13]([OH:15])[C:12]2[C:7](=[CH:8][CH:9]=[C:10]([F:16])[CH:11]=2)[C:6]=1[CH3:17].Br[C:20]1[CH:25]=[CH:24][C:23]([S:26]([CH2:29][CH3:30])(=[O:28])=[O:27])=[CH:22][N:21]=1.COC(=O)C(=CC1C=CC(F)=CC=1)CC(O)=O. (4) Given the product [NH:7]1[C:8]2[C:4](=[CH:3][C:2]([NH:1][S:22]([C:16]3[CH:21]=[CH:20][CH:19]=[CH:18][CH:17]=3)(=[O:24])=[O:23])=[CH:10][CH:9]=2)[CH:5]=[N:6]1, predict the reactants needed to synthesize it. The reactants are: [NH2:1][C:2]1[CH:3]=[C:4]2[C:8](=[CH:9][CH:10]=1)[NH:7][N:6]=[CH:5]2.O1CCCC1.[C:16]1([S:22](Cl)(=[O:24])=[O:23])[CH:21]=[CH:20][CH:19]=[CH:18][CH:17]=1. (5) Given the product [Cl:3][C:4]1[CH:5]=[C:6]([CH:11]2[O:17][CH2:16][CH2:15][N:14]([C:18]([O:20][C:21]([CH3:22])([CH3:24])[CH3:23])=[O:19])[CH2:13][CH:12]2[O:25][C:27]2[CH:28]=[CH:29][CH:30]=[C:31]([C:33]([O:35][CH3:36])=[O:34])[N:32]=2)[CH:7]=[CH:8][C:9]=1[Cl:10], predict the reactants needed to synthesize it. The reactants are: [H-].[Na+].[Cl:3][C:4]1[CH:5]=[C:6]([CH:11]2[O:17][CH2:16][CH2:15][N:14]([C:18]([O:20][C:21]([CH3:24])([CH3:23])[CH3:22])=[O:19])[CH2:13][CH:12]2[OH:25])[CH:7]=[CH:8][C:9]=1[Cl:10].Cl[C:27]1[N:32]=[C:31]([C:33]([O:35][CH3:36])=[O:34])[CH:30]=[CH:29][CH:28]=1.[I-].[Na+]. (6) The reactants are: [F:1][C:2]1[CH:10]=[CH:9][CH:8]=[C:7]([F:11])[C:3]=1[C:4](Cl)=[O:5].[NH2:12][C:13]([CH3:17])([CH3:16])[CH2:14][OH:15]. Given the product [CH3:16][C:13]([NH:12][C:4](=[O:5])[C:3]1[C:2]([F:1])=[CH:10][CH:9]=[CH:8][C:7]=1[F:11])([CH3:17])[CH2:14][OH:15], predict the reactants needed to synthesize it. (7) Given the product [Cl:22][CH2:8][C:7]1[C:2]([CH3:1])=[N:3][C:4]([C:10]2[CH:15]=[CH:14][C:13]([C:16]([F:19])([F:18])[F:17])=[CH:12][CH:11]=2)=[CH:5][CH:6]=1, predict the reactants needed to synthesize it. The reactants are: [CH3:1][C:2]1[C:7]([CH2:8]O)=[CH:6][CH:5]=[C:4]([C:10]2[CH:15]=[CH:14][C:13]([C:16]([F:19])([F:18])[F:17])=[CH:12][CH:11]=2)[N:3]=1.S(Cl)([Cl:22])=O. (8) Given the product [CH3:1][C:2]1[C:6]([C:7]2[C:8]([O:29][CH3:30])=[CH:9][C:10]3[C:11]4[N:19]([CH2:20][C:34]5[CH:33]=[N:32][CH:37]=[CH:36][CH:35]=5)[C:18](=[O:28])[O:17][C:12]=4[CH:13]=[N:14][C:15]=3[CH:16]=2)=[C:5]([CH3:31])[O:4][N:3]=1, predict the reactants needed to synthesize it. The reactants are: [CH3:1][C:2]1[C:6]([C:7]2[C:8]([O:29][CH3:30])=[CH:9][C:10]3[C:11]4[N:19]([C@@H:20](C5C=CC=CN=5)C)[C:18](=[O:28])[O:17][C:12]=4[CH:13]=[N:14][C:15]=3[CH:16]=2)=[C:5]([CH3:31])[O:4][N:3]=1.[N:32]1[CH:37]=[CH:36][CH:35]=[C:34](CO)[CH:33]=1.